This data is from Catalyst prediction with 721,799 reactions and 888 catalyst types from USPTO. The task is: Predict which catalyst facilitates the given reaction. Reactant: [CH3:1][NH:2][C:3]1[C:4](=[CH:8][CH:9]=[CH:10][CH:11]=1)[C:5]([OH:7])=[O:6].O.[I:13]I. Product: [I:13][C:9]1[CH:10]=[CH:11][C:3]([NH:2][CH3:1])=[C:4]([CH:8]=1)[C:5]([OH:7])=[O:6]. The catalyst class is: 15.